From a dataset of Full USPTO retrosynthesis dataset with 1.9M reactions from patents (1976-2016). Predict the reactants needed to synthesize the given product. (1) Given the product [NH2:22][C:19]1[CH:20]=[CH:21][C:16]([C:14]([NH:13][C:11]2[S:12][C:8]([CH2:1][C:2]3[CH:7]=[CH:6][CH:5]=[CH:4][CH:3]=3)=[N:9][N:10]=2)=[O:15])=[CH:17][CH:18]=1, predict the reactants needed to synthesize it. The reactants are: [CH2:1]([C:8]1[S:12][C:11]([NH:13][C:14]([C:16]2[CH:21]=[CH:20][C:19]([NH:22]C(=O)OC(C)(C)C)=[CH:18][CH:17]=2)=[O:15])=[N:10][N:9]=1)[C:2]1[CH:7]=[CH:6][CH:5]=[CH:4][CH:3]=1.FC(F)(F)C(O)=O. (2) Given the product [CH2:1]([O:8][C:9]([N:11]1[CH2:12][CH2:13][C:14]([NH2:26])([C:17]2[CH:22]=[CH:21][CH:20]=[C:19]([CH:23]([CH3:24])[CH3:25])[CH:18]=2)[CH2:15][CH2:16]1)=[O:10])[C:2]1[CH:7]=[CH:6][CH:5]=[CH:4][CH:3]=1, predict the reactants needed to synthesize it. The reactants are: [CH2:1]([O:8][C:9]([N:11]1[CH2:16][CH2:15][C:14]([N:26]=[N+]=[N-])([C:17]2[CH:22]=[CH:21][CH:20]=[C:19]([CH:23]([CH3:25])[CH3:24])[CH:18]=2)[CH2:13][CH2:12]1)=[O:10])[C:2]1[CH:7]=[CH:6][CH:5]=[CH:4][CH:3]=1.C(N)CN.[H][H]. (3) Given the product [CH:25]1([C:23]([NH:22][C:3]2[N:4]=[C:5]3[CH:10]=[CH:9][C:8]([O:11][C:12]4[CH:17]=[CH:16][C:15]([NH:18][C:42]([C:37]5[C:36](=[O:45])[N:35]([C:32]6[CH:31]=[CH:30][C:29]([F:28])=[CH:34][CH:33]=6)[C:40]([CH3:41])=[CH:39][CH:38]=5)=[O:43])=[CH:14][C:13]=4[F:21])=[CH:7][N:6]3[C:2]=2[F:1])=[O:24])[CH2:27][CH2:26]1, predict the reactants needed to synthesize it. The reactants are: [F:1][C:2]1[N:6]2[CH:7]=[C:8]([O:11][C:12]3[CH:17]=[CH:16][C:15]([N+:18]([O-])=O)=[CH:14][C:13]=3[F:21])[CH:9]=[CH:10][C:5]2=[N:4][C:3]=1[NH:22][C:23]([CH:25]1[CH2:27][CH2:26]1)=[O:24].[F:28][C:29]1[CH:34]=[CH:33][C:32]([N:35]2[C:40]([CH3:41])=[CH:39][CH:38]=[C:37]([C:42](O)=[O:43])[C:36]2=[O:45])=[CH:31][CH:30]=1.C(N(CC)C(C)C)(C)C.CN(C(ON1N=NC2C=CC=NC1=2)=[N+](C)C)C.F[P-](F)(F)(F)(F)F.C(=O)([O-])O.[Na+]. (4) Given the product [Cl:1][C:2]1[CH:3]=[C:4]([NH:16][C:17]2[C:26]3[C:21](=[CH:22][CH:23]=[CH:24][C:25]=3[O:27][C@H:29]([CH2:34][CH2:33][OH:32])[C:30]([NH:55][CH3:54])=[O:31])[N:20]=[CH:19][N:18]=2)[CH:5]=[CH:6][C:7]=1[O:8][CH2:9][C:10]1[CH:15]=[CH:14][CH:13]=[CH:12][N:11]=1, predict the reactants needed to synthesize it. The reactants are: [Cl:1][C:2]1[CH:3]=[C:4]([NH:16][C:17]2[C:26]3[C:25]([OH:27])=[CH:24][CH:23]=[CH:22][C:21]=3[N:20]=[CH:19][N:18]=2)[CH:5]=[CH:6][C:7]=1[O:8][CH2:9][C:10]1[CH:15]=[CH:14][CH:13]=[CH:12][N:11]=1.O[C@H:29]1[CH2:34][CH2:33][O:32][C:30]1=[O:31].C1(P(C2C=CC=CC=2)C2C=CC=CC=2)C=CC=CC=1.[CH3:54][NH2:55]. (5) Given the product [CH:5]1([C:18](=[O:19])[CH2:7][C:6]#[N:8])[CH2:4][CH2:3][CH2:2]1, predict the reactants needed to synthesize it. The reactants are: [Li][CH2:2][CH2:3][CH2:4][CH3:5].[C:6](#[N:8])[CH3:7].C(C1CCC1)C.C(#N)C.[C:18](=O)=[O:19]. (6) Given the product [N:30]1([S:27]([N:6]([CH2:5][C:4]([OH:40])=[O:3])[CH2:7][C:8]2[CH:13]=[CH:12][C:11]([O:14][CH2:15][C:16]3[N:17]=[C:18]([C:22]4[S:23][CH:24]=[CH:25][CH:26]=4)[O:19][C:20]=3[CH3:21])=[CH:10][CH:9]=2)(=[O:28])=[O:29])[C:39]2[C:34](=[CH:35][CH:36]=[CH:37][CH:38]=2)[CH2:33][CH2:32][CH2:31]1, predict the reactants needed to synthesize it. The reactants are: C([O:3][C:4](=[O:40])[CH2:5][N:6]([S:27]([N:30]1[C:39]2[C:34](=[CH:35][CH:36]=[CH:37][CH:38]=2)[CH2:33][CH2:32][CH2:31]1)(=[O:29])=[O:28])[CH2:7][C:8]1[CH:13]=[CH:12][C:11]([O:14][CH2:15][C:16]2[N:17]=[C:18]([C:22]3[S:23][CH:24]=[CH:25][CH:26]=3)[O:19][C:20]=2[CH3:21])=[CH:10][CH:9]=1)C.O.[OH-].[Li+]. (7) Given the product [C:30]([N:24]1[CH2:29][CH2:28][N:27]([C:20]([C:15]2[CH:16]=[CH:17][CH:18]=[CH:19][C:14]=2[C:11]2[CH:12]=[CH:13][C:8]([C:5]3[N:6]=[CH:7][C:2]([NH2:1])=[N:3][CH:4]=3)=[C:9]([F:23])[CH:10]=2)=[O:21])[CH2:26][CH2:25]1)(=[O:32])[CH3:31], predict the reactants needed to synthesize it. The reactants are: [NH2:1][C:2]1[CH:7]=[N:6][C:5]([C:8]2[CH:13]=[CH:12][C:11]([C:14]3[C:15]([C:20](O)=[O:21])=[CH:16][CH:17]=[CH:18][CH:19]=3)=[CH:10][C:9]=2[F:23])=[CH:4][N:3]=1.[N:24]1([C:30](=[O:32])[CH3:31])[CH2:29][CH2:28][NH:27][CH2:26][CH2:25]1.